This data is from Full USPTO retrosynthesis dataset with 1.9M reactions from patents (1976-2016). The task is: Predict the reactants needed to synthesize the given product. (1) Given the product [Br:8][C:20]1[N:19]=[C:18]([C:22]([O:24][CH2:25][CH3:26])=[O:23])[N:17]([NH:16][C:14]([O:13][C:9]([CH3:12])([CH3:11])[CH3:10])=[O:15])[CH:21]=1, predict the reactants needed to synthesize it. The reactants are: C1C(=O)N([Br:8])C(=O)C1.[C:9]([O:13][C:14]([NH:16][N:17]1[CH:21]=[CH:20][N:19]=[C:18]1[C:22]([O:24][CH2:25][CH3:26])=[O:23])=[O:15])([CH3:12])([CH3:11])[CH3:10].C(=O)(O)[O-].[Na+]. (2) Given the product [CH3:21][N:15]1[C@@:10]2([CH2:9][C:8]3[C:12](=[CH:13][CH:14]=[C:6]([NH:5][C:3](=[O:4])[CH2:2][NH:1][CH2:32][C:23]4[CH:24]=[CH:25][C:26]5[C:31](=[CH:30][CH:29]=[CH:28][CH:27]=5)[CH:22]=4)[CH:7]=3)[CH2:11]2)[C:18](=[O:19])[NH:17][C:16]1=[O:20], predict the reactants needed to synthesize it. The reactants are: [NH2:1][CH2:2][C:3]([NH:5][C:6]1[CH:7]=[C:8]2[C:12](=[CH:13][CH:14]=1)[CH2:11][C@@:10]1([C:18](=[O:19])[NH:17][C:16](=[O:20])[N:15]1[CH3:21])[CH2:9]2)=[O:4].[CH:22]1[C:31]2[C:26](=[CH:27][CH:28]=[CH:29][CH:30]=2)[CH:25]=[CH:24][C:23]=1[CH:32]=O.[BH4-].[Na+]. (3) Given the product [NH:26]([C:27]([O:1][CH2:2][CH2:3][C:4]1[CH:5]=[C:6]([CH:17]=[CH:18][CH:19]=1)[CH2:7][CH:8]([C:9]([O:11][CH3:12])=[O:10])[C:13]([O:15][CH3:16])=[O:14])=[O:28])[C:20]1[CH:25]=[CH:24][CH:23]=[CH:22][CH:21]=1, predict the reactants needed to synthesize it. The reactants are: [OH:1][CH2:2][CH2:3][C:4]1[CH:5]=[C:6]([CH:17]=[CH:18][CH:19]=1)[CH2:7][CH:8]([C:13]([O:15][CH3:16])=[O:14])[C:9]([O:11][CH3:12])=[O:10].[C:20]1([N:26]=[C:27]=[O:28])[CH:25]=[CH:24][CH:23]=[CH:22][CH:21]=1. (4) Given the product [Br:1][C:2]1[CH:7]=[CH:6][CH:5]=[C:4]([N+:8]([O-:10])=[O:9])[C:3]=1[CH2:11][N:33]([C:15]1[CH:16]=[C:17]([S:20]([N:23]2[C:32]3[C:27](=[CH:28][CH:29]=[CH:30][CH:31]=3)[CH2:26][CH2:25][CH2:24]2)(=[O:22])=[O:21])[CH:18]=[CH:19][C:14]=1[Cl:13])[C:34](=[O:38])[O:35][CH2:36][CH3:37], predict the reactants needed to synthesize it. The reactants are: [Br:1][C:2]1[CH:7]=[CH:6][CH:5]=[C:4]([N+:8]([O-:10])=[O:9])[C:3]=1[CH2:11]Br.[Cl:13][C:14]1[CH:19]=[CH:18][C:17]([S:20]([N:23]2[C:32]3[C:27](=[CH:28][CH:29]=[CH:30][CH:31]=3)[CH2:26][CH2:25][CH2:24]2)(=[O:22])=[O:21])=[CH:16][C:15]=1[NH:33][C:34](=[O:38])[O:35][CH2:36][CH3:37].C(=O)([O-])[O-].[Cs+].[Cs+]. (5) Given the product [CH3:1][N:2]([CH2:10][C:11]1[CH:12]=[C:13]([CH:16]=[CH:17][CH:18]=1)[C:14]#[N:15])[CH3:3], predict the reactants needed to synthesize it. The reactants are: [CH3:1][NH:2][CH3:3].CN(C=O)C.Br[CH2:10][C:11]1[CH:12]=[C:13]([CH:16]=[CH:17][CH:18]=1)[C:14]#[N:15]. (6) Given the product [CH:31]1([CH2:30][O:29][C:25]2[CH:24]=[C:23]([CH:28]=[CH:27][CH:26]=2)[O:22][C:19]2[CH:20]=[CH:21][C:16]([NH:15][C:13]3[C:14]4[N:6]([CH2:5][CH2:4][NH:3][C:38](=[O:39])[CH2:37][C:36]([OH:35])([CH3:42])[CH3:41])[CH:7]=[CH:8][C:9]=4[N:10]=[CH:11][N:12]=3)=[CH:17][C:18]=2[CH3:34])[CH2:33][CH2:32]1, predict the reactants needed to synthesize it. The reactants are: Cl.Cl.[NH2:3][CH2:4][CH2:5][N:6]1[C:14]2[C:13]([NH:15][C:16]3[CH:21]=[CH:20][C:19]([O:22][C:23]4[CH:28]=[CH:27][CH:26]=[C:25]([O:29][CH2:30][CH:31]5[CH2:33][CH2:32]5)[CH:24]=4)=[C:18]([CH3:34])[CH:17]=3)=[N:12][CH:11]=[N:10][C:9]=2[CH:8]=[CH:7]1.[OH:35][C:36]([CH3:42])([CH3:41])[CH2:37][C:38](O)=[O:39].ON1C2C=CC=CC=2N=N1.Cl.C(N=C=NCCCN(C)C)C. (7) Given the product [C:1]([O:5][C:6]([N:8]1[CH2:13][CH2:12][N:11]([C:14]2[C:19]([CH3:20])=[CH:18][C:17]([CH2:21][CH2:22][CH3:23])=[CH:16][N:15]=2)[CH2:10][CH2:9]1)=[O:7])([CH3:4])([CH3:3])[CH3:2], predict the reactants needed to synthesize it. The reactants are: [C:1]([O:5][C:6]([N:8]1[CH2:13][CH2:12][N:11]([C:14]2[C:19]([CH3:20])=[CH:18][C:17]([CH:21]=[CH:22][CH3:23])=[CH:16][N:15]=2)[CH2:10][CH2:9]1)=[O:7])([CH3:4])([CH3:3])[CH3:2]. (8) Given the product [CH2:37]1[CH2:38][C:39]2[CH:40]=[CH:41][CH:42]=[N:43][C:44]=2[CH:35]([N:34]([CH2:17][C:9]2[NH:8][C:12]3[C:11](=[CH:16][CH:15]=[CH:14][CH:13]=3)[N:10]=2)[CH2:33][C:30]2[CH:31]=[CH:32][C:27]([C:26]([NH:25][C:20]3[N:19]=[CH:24][CH:23]=[CH:22][CH:21]=3)=[O:45])=[CH:28][CH:29]=2)[CH2:36]1, predict the reactants needed to synthesize it. The reactants are: C([N:8]1[C:12]2[CH:13]=[CH:14][CH:15]=[CH:16][C:11]=2[N:10]=[C:9]1[CH2:17]Cl)(OC(C)(C)C)=O.[N:19]1[CH:24]=[CH:23][CH:22]=[CH:21][C:20]=1[NH:25][C:26](=[O:45])[C:27]1[CH:32]=[CH:31][C:30]([CH2:33][NH:34][CH:35]2[C:44]3[N:43]=[CH:42][CH:41]=[CH:40][C:39]=3[CH2:38][CH2:37][CH2:36]2)=[CH:29][CH:28]=1.C([O-])([O-])=O.[K+].[K+]. (9) Given the product [Cl:9][C:7]1[N:8]=[C:4]([CH3:1])[S:5][C:6]=1[CH:10]1[O:14][CH2:13][CH2:12][O:11]1, predict the reactants needed to synthesize it. The reactants are: [CH3:1][Li].Cl[C:4]1[S:5][C:6]([CH:10]2[O:14][CH2:13][CH2:12][O:11]2)=[C:7]([Cl:9])[N:8]=1.IC. (10) Given the product [CH3:1][C:2]1[N:6]=[C:5]([CH3:7])[N:4]([CH:19]([C:20](=[O:22])[CH3:21])[C:18]([O:17][CH2:10][C:11]2[CH:16]=[CH:15][CH:14]=[CH:13][CH:12]=2)=[O:24])[N:3]=1, predict the reactants needed to synthesize it. The reactants are: [CH3:1][C:2]1[N:6]=[C:5]([CH3:7])[NH:4][N:3]=1.[H-].[Na+].[CH2:10]([O:17][C:18](=[O:24])[CH:19](Br)[C:20](=[O:22])[CH3:21])[C:11]1[CH:16]=[CH:15][CH:14]=[CH:13][CH:12]=1.